Dataset: Reaction yield outcomes from USPTO patents with 853,638 reactions. Task: Predict the reaction yield, written as a fraction of the theoretical maximum amount of product (1.0 means a 100% yield; for example, 0.34 means a 34% yield). (1) The reactants are [CH3:1][O:2][C:3]1[C:4]([O:24][CH3:25])=[CH:5][C:6]2[N:12]([CH3:13])[CH2:11][CH2:10][N:9]=[C:8]([C:14]3[CH:15]=[C:16]([CH:20]=[CH:21][CH:22]=3)[C:17]([OH:19])=O)[C:7]=2[CH:23]=1.[CH:26]([NH2:29])([CH3:28])[CH3:27].CN1CC[O:34]CC1.F[P-](F)(F)(F)(F)F.N1(O[P+](N(C)C)(N(C)C)N(C)C)C2C=CC=CC=2N=N1. The catalyst is CN(C=O)C.O. The product is [CH3:1][O:2][C:3]1[C:4]([O:24][CH3:25])=[CH:5][C:6]2[N:12]([CH3:13])[C:11](=[O:34])[CH2:10][N:9]=[C:8]([C:14]3[CH:15]=[C:16]([CH:20]=[CH:21][CH:22]=3)[C:17]([NH:29][CH:26]([CH3:28])[CH3:27])=[O:19])[C:7]=2[CH:23]=1. The yield is 0.750. (2) The yield is 0.820. The catalyst is ClCCl. The reactants are [F:1][CH2:2][CH2:3][OH:4].C(N(CC)CC)C.[O:12](S(C(F)(F)F)(=O)=O)[S:13]([C:16]([F:19])([F:18])[F:17])(=O)=[O:14].O. The product is [F:17][C:16]([F:19])([F:18])[S:13]([O:4][CH2:3][CH2:2][F:1])(=[O:14])=[O:12]. (3) The reactants are [CH3:1][C:2]1[CH:6]=[CH:5][O:4][C:3]=1[C:7]([OH:9])=O.S(Cl)(Cl)=O.[NH2:14][C:15]1[CH:16]=[C:17]([CH:30]=[CH:31][CH:32]=1)[C:18]([C:20]1[CH:28]=[C:27]2[C:23]([CH2:24][C:25](=[O:29])[NH:26]2)=[CH:22][CH:21]=1)=[O:19]. The catalyst is C1COCC1. The product is [O:29]=[C:25]1[CH2:24][C:23]2[C:27](=[CH:28][C:20]([C:18]([C:17]3[CH:16]=[C:15]([NH:14][C:7]([C:3]4[O:4][CH:5]=[CH:6][C:2]=4[CH3:1])=[O:9])[CH:32]=[CH:31][CH:30]=3)=[O:19])=[CH:21][CH:22]=2)[NH:26]1. The yield is 0.870. (4) The reactants are [NH2:1][C:2]1[NH:6][N:5]=[C:4]([Cl:7])[C:3]=1[C:8]([O-:10])=[O:9].[C:11](OCC)(=[O:16])[CH2:12][C:13]([CH3:15])=O.[C:20](O)(=O)[CH3:21]. No catalyst specified. The product is [CH2:20]([O:9][C:8]([C:3]1[C:4]([Cl:7])=[N:5][N:6]2[C:11]([OH:16])=[CH:12][C:13]([CH3:15])=[N:1][C:2]=12)=[O:10])[CH3:21]. The yield is 0.560.